Dataset: Full USPTO retrosynthesis dataset with 1.9M reactions from patents (1976-2016). Task: Predict the reactants needed to synthesize the given product. (1) Given the product [C:1]([NH:5][S:6]([C:9]1([CH3:13])[CH2:11][CH2:10]1)(=[O:8])=[O:7])([CH3:4])([CH3:2])[CH3:3], predict the reactants needed to synthesize it. The reactants are: [C:1]([NH:5][S:6]([CH:9]1[CH2:11][CH2:10]1)(=[O:8])=[O:7])([CH3:4])([CH3:3])[CH3:2].[Li][CH2:13]CCC.IC. (2) Given the product [OH:8][C:9]1[C:10](=[O:20])[N:11]([CH2:17][O:18][CH3:19])[C:12]([CH3:16])=[N:13][C:14]=1[CH3:15], predict the reactants needed to synthesize it. The reactants are: C([O:8][C:9]1[C:10](=[O:20])[N:11]([CH2:17][O:18][CH3:19])[C:12]([CH3:16])=[N:13][C:14]=1[CH3:15])C1C=CC=CC=1.[H][H]. (3) Given the product [NH2:46][C:6]1[CH:7]=[C:8]([CH:44]=[CH:45][C:5]=1[OH:4])[CH2:9][O:10][CH:11]1[CH:16]([C:17]2[CH:22]=[CH:21][C:20]([O:23][CH2:24][CH2:25][CH2:26][O:27][CH2:28][C:29]3[CH:34]=[CH:33][CH:32]=[CH:31][C:30]=3[O:35][CH3:36])=[CH:19][CH:18]=2)[CH2:15][CH2:14][N:13]([C:37]([O:39][C:40]([CH3:43])([CH3:41])[CH3:42])=[O:38])[CH2:12]1, predict the reactants needed to synthesize it. The reactants are: C([O:4][C:5]1[CH:45]=[CH:44][C:8]([CH2:9][O:10][CH:11]2[CH:16]([C:17]3[CH:22]=[CH:21][C:20]([O:23][CH2:24][CH2:25][CH2:26][O:27][CH2:28][C:29]4[CH:34]=[CH:33][CH:32]=[CH:31][C:30]=4[O:35][CH3:36])=[CH:19][CH:18]=3)[CH2:15][CH2:14][N:13]([C:37]([O:39][C:40]([CH3:43])([CH3:42])[CH3:41])=[O:38])[CH2:12]2)=[CH:7][C:6]=1[N+:46]([O-])=O)C=C.[BH4-].[Li+].C(=O)([O-])O.[Na+]. (4) Given the product [Cl:1][C:2]1[S:3][CH:4]=[C:5]([C:7]([NH:15][CH2:14][CH3:13])=[O:8])[N:6]=1, predict the reactants needed to synthesize it. The reactants are: [Cl:1][C:2]1[S:3][CH:4]=[C:5]([C:7](Cl)=[O:8])[N:6]=1.ClC1S[CH:13]=[C:14](C(O)=O)[N:15]=1.S(Cl)(Cl)=O.C(N)C. (5) The reactants are: C([O:3][C:4](=[O:39])[CH2:5][CH2:6][C:7]1[CH:12]=[CH:11][C:10]([O:13][C:14]2[CH:19]=[C:18]([O:20][C:21]3[CH:26]=[CH:25][C:24]([C:27]([F:30])([F:29])[F:28])=[CH:23][C:22]=3[C:31]3[CH:36]=[CH:35][CH:34]=[CH:33][N:32]=3)[CH:17]=[C:16]([CH3:37])[CH:15]=2)=[CH:9][C:8]=1[CH3:38])C.[OH-].[Na+].Cl. Given the product [CH3:38][C:8]1[CH:9]=[C:10]([O:13][C:14]2[CH:19]=[C:18]([O:20][C:21]3[CH:26]=[CH:25][C:24]([C:27]([F:29])([F:30])[F:28])=[CH:23][C:22]=3[C:31]3[CH:36]=[CH:35][CH:34]=[CH:33][N:32]=3)[CH:17]=[C:16]([CH3:37])[CH:15]=2)[CH:11]=[CH:12][C:7]=1[CH2:6][CH2:5][C:4]([OH:39])=[O:3], predict the reactants needed to synthesize it.